This data is from Full USPTO retrosynthesis dataset with 1.9M reactions from patents (1976-2016). The task is: Predict the reactants needed to synthesize the given product. Given the product [F:24][C:6]1[CH:5]=[CH:4][C:3]([CH2:9][NH:10][CH:11]2[CH2:16][CH2:15][N:14]([C:17]([O:19][C:20]([CH3:23])([CH3:22])[CH3:21])=[O:18])[CH2:13][CH2:12]2)=[CH:2][CH:7]=1, predict the reactants needed to synthesize it. The reactants are: Cl[C:2]1[C:7](Cl)=[CH:6][CH:5]=[CH:4][C:3]=1[CH2:9][NH:10][CH:11]1[CH2:16][CH2:15][N:14]([C:17]([O:19][C:20]([CH3:23])([CH3:22])[CH3:21])=[O:18])[CH2:13][CH2:12]1.[F:24]C1C=CC(CN)=CC=1.